Dataset: Tyrosyl-DNA phosphodiesterase HTS with 341,365 compounds. Task: Binary Classification. Given a drug SMILES string, predict its activity (active/inactive) in a high-throughput screening assay against a specified biological target. (1) The molecule is Ic1c2NCCCC(NC(=O)C(NC(=O)C(NC(=O)c2cc([N+]([O-])=O)c1)CCCCN)C(O)C)C(=O)N. The result is 0 (inactive). (2) The compound is O1CCN(CC1)c1ncnc2oc(c(c12)C(=O)NCCN(CC)CC)C. The result is 0 (inactive). (3) The compound is Clc1c(NC(=O)C[n+]2ccc(cc2)C)cc(cc1)C(F)(F)F. The result is 0 (inactive). (4) The drug is Brc1cc(S(=O)(=O)N2CCCC2)c(OCC)cc1. The result is 0 (inactive). (5) The drug is S(=O)(=O)(n1c2c(c(c1)/C=C(/NC(=O)c1ccc(OC)cc1)C(=O)NCCC)cccc2)N(C)C. The result is 0 (inactive). (6) The compound is s1c(nn2c1=NC(=O)C(/C2=N)=C/c1ccc(cc1)C)CC(=O)N1CCCCC1. The result is 0 (inactive).